This data is from Catalyst prediction with 721,799 reactions and 888 catalyst types from USPTO. The task is: Predict which catalyst facilitates the given reaction. (1) Reactant: Cl[C:2]1[CH:7]=[N:6][CH:5]=[C:4]([Cl:8])[N:3]=1.[CH:9]1([NH2:13])[CH2:12][CH2:11][CH2:10]1.C(=O)([O-])[O-].[K+].[K+].O. Product: [Cl:8][C:4]1[N:3]=[C:2]([NH:13][CH:9]2[CH2:12][CH2:11][CH2:10]2)[CH:7]=[N:6][CH:5]=1. The catalyst class is: 44. (2) Reactant: [C:1]([C:3]1[CH:8]=[CH:7][C:6]([NH:9][C:10](=[O:15])[C:11]([F:14])([F:13])[F:12])=[C:5]([CH3:16])[CH:4]=1)#[N:2].C1C(=O)N([Br:24])C(=O)C1.C(OOC(=O)C1C=CC=CC=1)(=O)C1C=CC=CC=1.[OH-].[Na+]. Product: [Br:24][CH2:16][C:5]1[CH:4]=[C:3]([C:1]#[N:2])[CH:8]=[CH:7][C:6]=1[NH:9][C:10](=[O:15])[C:11]([F:13])([F:12])[F:14]. The catalyst class is: 53. (3) Reactant: [CH3:1][O:2][C:3]1[CH:4]=[C:5]([CH2:11][C:12](Cl)=[O:13])[CH:6]=[CH:7][C:8]=1[O:9][CH3:10].[CH3:15][O:16][C:17]1[CH:35]=[CH:34][C:20]([CH2:21][NH:22][C:23]([N:25]2[C:29]3[CH:30]=[CH:31][CH:32]=[CH:33][C:28]=3[N:27]=[N:26]2)=[NH:24])=[CH:19][CH:18]=1. Product: [N:25]1([C:23]([NH:22][CH2:21][C:20]2[CH:19]=[CH:18][C:17]([O:16][CH3:15])=[CH:35][CH:34]=2)=[N:24][C:12](=[O:13])[CH2:11][C:5]2[CH:6]=[CH:7][C:8]([O:9][CH3:10])=[C:3]([O:2][CH3:1])[CH:4]=2)[C:29]2[CH:30]=[CH:31][CH:32]=[CH:33][C:28]=2[N:27]=[N:26]1. The catalyst class is: 22. (4) Reactant: [F:1][C:2]1[C:24]([Br:25])=[CH:23][C:5]2[N:6]([CH:10]3[CH2:15][CH2:14][N:13](C(OC(C)(C)C)=O)[CH2:12][CH2:11]3)[C:7](=[O:9])[NH:8][C:4]=2[CH:3]=1.Cl. The catalyst class is: 8. Product: [F:1][C:2]1[C:24]([Br:25])=[CH:23][C:5]2[N:6]([CH:10]3[CH2:15][CH2:14][NH:13][CH2:12][CH2:11]3)[C:7](=[O:9])[NH:8][C:4]=2[CH:3]=1. (5) Product: [CH:1]1([C:4]#[C:5][C:6]2[CH:17]=[C:16]([O:18][CH3:19])[CH:15]=[CH:14][C:7]=2[C:8](=[O:9])[CH2:20][C:21]2[CH:26]=[CH:25][CH:24]=[CH:23][CH:22]=2)[CH2:2][CH2:3]1. Reactant: [CH:1]1([C:4]#[C:5][C:6]2[CH:17]=[C:16]([O:18][CH3:19])[CH:15]=[CH:14][C:7]=2[C:8](N(C)OC)=[O:9])[CH2:3][CH2:2]1.[CH2:20]([Mg]Cl)[C:21]1[CH:26]=[CH:25][CH:24]=[CH:23][CH:22]=1. The catalyst class is: 1. (6) Reactant: [NH2:1][C:2]1[N:3]=[C:4]([N:19]2[CH2:24][CH2:23][N:22]([C:25](=[O:28])[CH2:26][NH2:27])[CH2:21][CH2:20]2)[C:5]2[N:11]=[C:10]([C:12]3[CH:17]=[CH:16][C:15]([F:18])=[CH:14][CH:13]=3)[CH:9]=[CH:8][C:6]=2[N:7]=1.CCN(C(C)C)C(C)C.[Cl:38][C:39]1[CH:47]=[CH:46][C:42]([C:43](Cl)=[O:44])=[CH:41][CH:40]=1. Product: [NH2:1][C:2]1[N:3]=[C:4]([N:19]2[CH2:20][CH2:21][N:22]([C:25](=[O:28])[CH2:26][NH:27][C:43](=[O:44])[C:42]3[CH:46]=[CH:47][C:39]([Cl:38])=[CH:40][CH:41]=3)[CH2:23][CH2:24]2)[C:5]2[N:11]=[C:10]([C:12]3[CH:17]=[CH:16][C:15]([F:18])=[CH:14][CH:13]=3)[CH:9]=[CH:8][C:6]=2[N:7]=1. The catalyst class is: 12.